This data is from Forward reaction prediction with 1.9M reactions from USPTO patents (1976-2016). The task is: Predict the product of the given reaction. (1) Given the reactants [CH2:1]([O:8][C:9](=[O:27])[NH:10][S:11](=[O:26])(=[O:25])[NH:12][C@@H:13]1[CH2:18][C@@H:17]([C:19](=[O:23])[N:20]([CH3:22])[CH3:21])[CH2:16][CH2:15][C@H:14]1[OH:24])[C:2]1[CH:7]=[CH:6][CH:5]=[CH:4][CH:3]=1.C(Cl)Cl.[CH3:31][S:32](Cl)(=[O:34])=[O:33], predict the reaction product. The product is: [CH3:31][S:32]([O:24][C@@H:14]1[CH2:15][CH2:16][C@H:17]([C:19](=[O:23])[N:20]([CH3:22])[CH3:21])[CH2:18][C@H:13]1[NH:12][S:11](=[O:26])(=[O:25])[NH:10][C:9]([O:8][CH2:1][C:2]1[CH:3]=[CH:4][CH:5]=[CH:6][CH:7]=1)=[O:27])(=[O:34])=[O:33]. (2) Given the reactants Br[C:2]1[CH:11]=[C:10]([F:12])[C:9]2[C:4](=[CH:5][CH:6]=[CH:7][CH:8]=2)[C:3]=1[CH:13]=[O:14].[CH2:15](B(CC)OC)[CH3:16].C(=O)([O-])[O-].[K+].[K+].Cl, predict the reaction product. The product is: [CH2:15]([C:2]1[CH:11]=[C:10]([F:12])[C:9]2[C:4](=[CH:5][CH:6]=[CH:7][CH:8]=2)[C:3]=1[CH:13]=[O:14])[CH3:16].